From a dataset of Reaction yield outcomes from USPTO patents with 853,638 reactions. Predict the reaction yield, written as a fraction of the theoretical maximum amount of product (1.0 means a 100% yield; for example, 0.34 means a 34% yield). (1) The reactants are [Cl:1][C:2]1[CH:3]=[C:4]([CH3:10])[CH:5]=[CH:6][C:7]=1[O:8][CH3:9].[Br:11]N1C(=O)CCC1=O. The catalyst is CC(N=NC(C#N)(C)C)(C#N)C. The product is [Cl:1][C:2]1[CH:3]=[C:4]([CH:5]=[CH:6][C:7]=1[O:8][CH3:9])[CH2:10][Br:11]. The yield is 0.820. (2) The reactants are Cl.Cl.[CH3:3][Si:4]([CH3:31])([CH3:30])[CH2:5][CH2:6][O:7][CH2:8][N:9]1[C:13]2[N:14]=[CH:15][N:16]=[C:17]([C:18]3[CH:19]=[N:20][N:21]([C:23]4([CH2:27][C:28]#[N:29])[CH2:26][NH:25][CH2:24]4)[CH:22]=3)[C:12]=2[CH:11]=[CH:10]1.Br[C:33]1[CH:42]=[CH:41][C:36]([C:37]([O:39][CH3:40])=[O:38])=[C:35]([F:43])[CH:34]=1.C(=O)([O-])[O-].[Cs+].[Cs+].C1(PC2C=CC=CC=2)C=CC=CC=1. The catalyst is C1(C)C=CC=CC=1.C([O-])(=O)C.[Pd+2].C([O-])(=O)C. The product is [C:28]([CH2:27][C:23]1([N:21]2[CH:22]=[C:18]([C:17]3[C:12]4[CH:11]=[CH:10][N:9]([CH2:8][O:7][CH2:6][CH2:5][Si:4]([CH3:30])([CH3:3])[CH3:31])[C:13]=4[N:14]=[CH:15][N:16]=3)[CH:19]=[N:20]2)[CH2:24][N:25]([C:33]2[CH:42]=[CH:41][C:36]([C:37]([O:39][CH3:40])=[O:38])=[C:35]([F:43])[CH:34]=2)[CH2:26]1)#[N:29]. The yield is 0.820. (3) The reactants are [CH:1]1([N:6]2[C:10]3[N:11]=[C:12]([NH2:15])[N:13]=[CH:14][C:9]=3[C:8]3[CH:16]=[CH:17][N:18]=[C:19]([F:20])[C:7]2=3)[CH2:5][CH2:4][CH2:3][CH2:2]1.O.F[C:23](F)(F)[C:24]([OH:26])=O. The catalyst is C([O-])([O-])=O.[K+].[K+]. The product is [CH:1]1([N:6]2[C:10]3[N:11]=[C:12]([NH:15][C:17]4[N:18]=[CH:19][C:7]([N:6]5[CH2:10][CH2:23][C:24](=[O:26])[CH2:2][CH2:1]5)=[CH:8][CH:16]=4)[N:13]=[CH:14][C:9]=3[C:8]3[CH:16]=[CH:17][N:18]=[C:19]([F:20])[C:7]2=3)[CH2:2][CH2:3][CH2:4][CH2:5]1. The yield is 0.860. (4) The reactants are C[Si](C)(C)N[Si](C)(C)C.C([Li])CCC.CCCCCC.[C:21](#[N:23])[CH3:22].[CH:24]([CH:27]1[C:38](=[O:39])[C:37]2[C:36]3[O:35][C:34]([CH3:40])=[N:33][C:32]=3[CH:31]=[CH:30][C:29]=2[CH2:28]1)([CH3:26])[CH3:25]. The catalyst is O1CCCC1.[Cl-].[NH4+].C(OCC)(=O)C. The product is [OH:39][C:38]1([CH2:22][C:21]#[N:23])[C:37]2[C:36]3[O:35][C:34]([CH3:40])=[N:33][C:32]=3[CH:31]=[CH:30][C:29]=2[CH2:28][CH:27]1[CH:24]([CH3:26])[CH3:25]. The yield is 0.800.